From a dataset of Catalyst prediction with 721,799 reactions and 888 catalyst types from USPTO. Predict which catalyst facilitates the given reaction. (1) Reactant: [Cl:1][C:2]1[CH:3]=[C:4]2[C:8](=[CH:9][CH:10]=1)[NH:7][CH:6]=[C:5]2[CH2:11][CH2:12][NH:13][C:14](=[O:23])[C:15]1[CH:20]=[CH:19][CH:18]=[C:17]([CH2:21]Cl)[CH:16]=1.[CH2:24]([NH2:31])[C:25]1[CH:30]=[CH:29][CH:28]=[CH:27][CH:26]=1.[I-].[Na+]. Product: [CH2:24]([NH:31][CH2:21][C:17]1[CH:16]=[C:15]([CH:20]=[CH:19][CH:18]=1)[C:14]([NH:13][CH2:12][CH2:11][C:5]1[C:4]2[C:8](=[CH:9][CH:10]=[C:2]([Cl:1])[CH:3]=2)[NH:7][CH:6]=1)=[O:23])[C:25]1[CH:30]=[CH:29][CH:28]=[CH:27][CH:26]=1. The catalyst class is: 1. (2) The catalyst class is: 2. Product: [CH3:1][O:2][C:3]1[CH:20]=[CH:19][C:18]2[C:5](=[CH:6][CH:7]=[C:8]3[C:17]=2[CH:16]([C:21]2[CH:26]=[CH:25][C:24]([O:27][CH2:28][CH2:29][N:30]4[CH2:31][CH2:32][CH2:33][CH2:34][CH2:35]4)=[CH:23][CH:22]=2)[O:15][C:14]2[C:9]3=[CH:10][CH:11]=[C:12]([O:36][S:44]([C:47]([F:50])([F:49])[F:48])(=[O:46])=[O:45])[CH:13]=2)[CH:4]=1. Reactant: [CH3:1][O:2][C:3]1[CH:20]=[CH:19][C:18]2[C:5](=[CH:6][CH:7]=[C:8]3[C:17]=2[CH:16]([C:21]2[CH:26]=[CH:25][C:24]([O:27][CH2:28][CH2:29][N:30]4[CH2:35][CH2:34][CH2:33][CH2:32][CH2:31]4)=[CH:23][CH:22]=2)[O:15][C:14]2[C:9]3=[CH:10][CH:11]=[C:12]([OH:36])[CH:13]=2)[CH:4]=1.C1C=CC(N([S:44]([C:47]([F:50])([F:49])[F:48])(=[O:46])=[O:45])[S:44]([C:47]([F:50])([F:49])[F:48])(=[O:46])=[O:45])=CC=1.C(N(C(C)C)CC)(C)C.